Dataset: Reaction yield outcomes from USPTO patents with 853,638 reactions. Task: Predict the reaction yield, written as a fraction of the theoretical maximum amount of product (1.0 means a 100% yield; for example, 0.34 means a 34% yield). (1) The reactants are [Cl:1][C:2]1[N:3]=[C:4](Cl)[C:5]2[CH2:11][O:10][CH2:9][CH:8]([C:12]3[CH:17]=[CH:16][CH:15]=[CH:14][CH:13]=3)[C:6]=2[N:7]=1.Cl.CN.[CH:22]([N:25](CC)C(C)C)(C)C. The catalyst is CO. The product is [Cl:1][C:2]1[N:3]=[C:4]([NH:25][CH3:22])[C:5]2[CH2:11][O:10][CH2:9][CH:8]([C:12]3[CH:17]=[CH:16][CH:15]=[CH:14][CH:13]=3)[C:6]=2[N:7]=1. The yield is 0.662. (2) The reactants are [Cl:1][C:2]1[CH:3]=[CH:4][C:5]([CH2:8]O)=[N:6][CH:7]=1.S(Cl)([Cl:12])=O.C(=O)([O-])O.[Na+]. The catalyst is ClCCl. The product is [Cl:1][C:2]1[CH:3]=[CH:4][C:5]([CH2:8][Cl:12])=[N:6][CH:7]=1. The yield is 0.780. (3) The reactants are C(N(CC)CC)C.[C:8]([C:12]1[CH:20]=[CH:19][C:15]([C:16](Cl)=[O:17])=[CH:14][CH:13]=1)([CH3:11])([CH3:10])[CH3:9].[CH2:21]([O:28][C:29]1[C:30]([CH3:38])=[C:31]([CH3:37])[C:32]([NH2:36])=[N:33][C:34]=1[CH3:35])[C:22]1[CH:27]=[CH:26][CH:25]=[CH:24][CH:23]=1. The catalyst is C(Cl)Cl. The product is [CH2:21]([O:28][C:29]1[C:30]([CH3:38])=[C:31]([CH3:37])[C:32]([NH:36][C:16](=[O:17])[C:15]2[CH:19]=[CH:20][C:12]([C:8]([CH3:11])([CH3:10])[CH3:9])=[CH:13][CH:14]=2)=[N:33][C:34]=1[CH3:35])[C:22]1[CH:23]=[CH:24][CH:25]=[CH:26][CH:27]=1. The yield is 0.660. (4) The reactants are Cl.[Br:2][C:3]1[CH:4]=[C:5]([NH:9][NH2:10])[CH:6]=[CH:7][CH:8]=1.C(Cl)(Cl)(Cl)Cl.C(N(CC)CC)C.C(O[C:26](=[N:28][C:29](=O)[C:30]1[CH:35]=[CH:34][CH:33]=[CH:32][CH:31]=1)[CH3:27])C. The catalyst is O. The product is [Br:2][C:3]1[CH:4]=[C:5]([N:9]2[C:29]([C:30]3[CH:35]=[CH:34][CH:33]=[CH:32][CH:31]=3)=[N:28][C:26]([CH3:27])=[N:10]2)[CH:6]=[CH:7][CH:8]=1. The yield is 0.500. (5) The reactants are [N+:1]([C:4]1[CH:14]=[CH:13][C:7]2[NH:8][C:9](=O)[CH2:10][O:11][C:6]=2[CH:5]=1)([O-:3])=[O:2].B.C1COCC1. The catalyst is C1COCC1. The product is [N+:1]([C:4]1[CH:14]=[CH:13][C:7]2[NH:8][CH2:9][CH2:10][O:11][C:6]=2[CH:5]=1)([O-:3])=[O:2]. The yield is 0.830. (6) The reactants are [CH2:1]([O:3][C:4](=[O:9])[CH2:5][C:6]([CH3:8])=[O:7])[CH3:2].C([Mg]Cl)(C)C.[CH:15]1([C:18](Cl)=[O:19])[CH2:17][CH2:16]1. The catalyst is C1COCC1.N1C=CN=C1. The product is [CH2:1]([O:3][C:4](=[O:9])[CH:5]([C:18]([CH:15]1[CH2:17][CH2:16]1)=[O:19])[C:6](=[O:7])[CH3:8])[CH3:2]. The yield is 0.710. (7) The reactants are [C:1]([O:5][C:6]([N:8]1[CH2:12][CH2:11][CH2:10][C@@H:9]1[CH2:13][O:14][C:15]1[CH:20]=[CH:19][C:18]([OH:21])=[CH:17][CH:16]=1)=[O:7])([CH3:4])([CH3:3])[CH3:2].[F:22][C:23]1[CH:30]=[CH:29][C:26]([CH2:27]Br)=[CH:25][CH:24]=1. No catalyst specified. The product is [C:1]([O:5][C:6]([N:8]1[CH2:12][CH2:11][CH2:10][C@@H:9]1[CH2:13][O:14][C:15]1[CH:20]=[CH:19][C:18]([O:21][CH2:27][C:26]2[CH:29]=[CH:30][C:23]([F:22])=[CH:24][CH:25]=2)=[CH:17][CH:16]=1)=[O:7])([CH3:4])([CH3:2])[CH3:3]. The yield is 0.500.